From a dataset of Full USPTO retrosynthesis dataset with 1.9M reactions from patents (1976-2016). Predict the reactants needed to synthesize the given product. (1) Given the product [F:19][C:2]([F:1])([F:20])[C:3]1[CH:4]=[C:5]([CH:16]=[CH:17][CH:18]=1)[CH2:6][O:7][C:8]1[CH:9]=[CH:10][C:11]([CH:14]=[O:15])=[CH:12][N:13]=1, predict the reactants needed to synthesize it. The reactants are: [F:1][C:2]([F:20])([F:19])[C:3]1[CH:4]=[C:5]([CH:16]=[CH:17][CH:18]=1)[CH2:6][O:7][C:8]1[N:13]=[CH:12][C:11]([CH2:14][OH:15])=[CH:10][CH:9]=1. (2) Given the product [CH2:1]([NH:3][C:4]1[C:5]([C:8]2[CH:13]=[CH:12][CH:11]=[CH:10][N:9]=2)=[C:6]([NH2:7])[NH:18][N:17]=1)[CH3:2], predict the reactants needed to synthesize it. The reactants are: [CH2:1]([NH:3]/[C:4](/SC)=[C:5](\[C:8]1[CH:13]=[CH:12][CH:11]=[CH:10][N:9]=1)/[C:6]#[N:7])[CH3:2].O.[NH2:17][NH2:18].